From a dataset of Retrosynthesis with 50K atom-mapped reactions and 10 reaction types from USPTO. Predict the reactants needed to synthesize the given product. (1) Given the product CON(C)C(=O)c1ccc(NC(=O)c2cnccn2)cc1F, predict the reactants needed to synthesize it. The reactants are: CON(C)C(=O)c1ccc(N)cc1F.O=C(O)c1cnccn1. (2) Given the product CCc1ccc(OCC2CC2)c(-c2ncnc3c(C(=O)NC4CCN(C(=O)OC(C)(C)C)CC4)c(C)n(COCC[Si](C)(C)C)c23)c1, predict the reactants needed to synthesize it. The reactants are: CC(C)(C)OC(=O)N1CCC(N)CC1.CCc1ccc(OCC2CC2)c(-c2ncnc3c(C(=O)O)c(C)n(COCC[Si](C)(C)C)c23)c1. (3) The reactants are: CC(=O)OC(C)=O.NC1CCc2cc(/C=C/C(=O)NC(c3cccc(C(F)(F)F)c3)C(F)(F)F)ccc21. Given the product CC(=O)NC1CCc2cc(/C=C/C(=O)NC(c3cccc(C(F)(F)F)c3)C(F)(F)F)ccc21, predict the reactants needed to synthesize it. (4) Given the product N#Cc1cnc(Nc2cc(N3CCN(CC(=O)NC4CC4)CC3)ncn2)s1, predict the reactants needed to synthesize it. The reactants are: N#Cc1cnc(Nc2cc(N3CCNCC3)ncn2)s1.O=C(CBr)NC1CC1. (5) Given the product O=C1NC(=O)c2c1c(-c1cccc(Cl)c1Cl)cc1[nH]c3ccc(O)cc3c21, predict the reactants needed to synthesize it. The reactants are: O=C1NC(=O)c2c1c(I)cc1[nH]c3ccc(O)cc3c21.OB(O)c1cccc(Cl)c1Cl.